This data is from NCI-60 drug combinations with 297,098 pairs across 59 cell lines. The task is: Regression. Given two drug SMILES strings and cell line genomic features, predict the synergy score measuring deviation from expected non-interaction effect. Drug 1: C1=CC(=CC=C1CC(C(=O)O)N)N(CCCl)CCCl.Cl. Drug 2: CC12CCC3C(C1CCC2OP(=O)(O)O)CCC4=C3C=CC(=C4)OC(=O)N(CCCl)CCCl.[Na+]. Cell line: RXF 393. Synergy scores: CSS=5.80, Synergy_ZIP=-3.88, Synergy_Bliss=-3.38, Synergy_Loewe=-5.10, Synergy_HSA=-3.51.